Dataset: Experimentally validated miRNA-target interactions with 360,000+ pairs, plus equal number of negative samples. Task: Binary Classification. Given a miRNA mature sequence and a target amino acid sequence, predict their likelihood of interaction. (1) The miRNA is cel-miR-261 with sequence UAGCUUUUUAGUUUUCACG. The protein sequence of the target gene is MAETKIIYHMDEEETPYLVKLPVAPERVTLADFKNVLSNRPVHAYKFFFKSMDQDFGVVKEEIFDDNAKLPCFNGRVVSWLVLAEGAHSDAGSQGTDSHTDLPPPLERTGGIGDSRPPSFHPNVASSRDGMDNETGTESMVSHRRERARRRNREEAARTNGHPRGDRRRDVGLPPDSASTALSSELESSSFVDSDEDGSTSRLSSSTEQSTSSRLIRKHKRRRRKQRLRQADRASSFSSITDSTMSLNIVTVTLNMERHHFLGISIVGQSNDRGDGGIYIGSIMKGGAVAADGRIEPGDM.... Result: 0 (no interaction). (2) The miRNA is hsa-miR-5582-3p with sequence UAAAACUUUAAGUGUGCCUAGG. The protein sequence of the target gene is MVTTLGPKMAAEWGGGVGYSGSGPGRSRWRWSGSVWVRSVLLLLGGLRASATSTPVSLGSSPPCRHHVPSDTEVINKVHLKANHVVKRDVDEHLRIKTVYDKSVEELLPEKKNLVKNKLFPQAISYLEKTFQVRRPAGTILLSRQCATNQYLRKENDPHRYCTGECAAHTKCGPVIVPEEHLQQCRVYRGGKWPHGAVGVPDQEGISDADFVLYVGALATERCSHENIISYAAYCQQEANMDRPIAGYANLCPNMISTQPQEFVGMLSTVKHEVIHALGFSAGLFAFYHDKDGNPLTSRF.... Result: 1 (interaction). (3) The miRNA is hsa-miR-4526 with sequence GCUGACAGCAGGGCUGGCCGCU. The protein sequence of the target gene is MALKGQEDYIFHFKDSSHPVDFLDAFRTFYMDGLFTDITLQCPSGIIFHCHRAVLAACSNYFKAMFTADMKEKFKSKIKLSGIHHDILEGLVNYAYTSQIEITKRNVQSLLEAADLLQFLSVKKACEQFLVRHLDIDNCIGMHSFAEFHVCSELEKESRRILCSRFKEVWQQEEFLEISLEKFLFILSRKNLSVWKEEAILEPVIKWTAHDVENRIECIYNLLSYINIDIDPVYLKTALGLQRSCLLTENKIRSLIYNALNPMHKEISQRSTATMYIIGGYYWHPLSEVHIWDPLTNVWI.... Result: 0 (no interaction). (4) The miRNA is hsa-miR-4724-3p with sequence GUACCUUCUGGUUCAGCUAGU. Result: 0 (no interaction). The protein sequence of the target gene is MTASVLLHPRWIEPTVMFLYDNGGGLVADELNKNMEGAAAAAAAAAAAAAAGAGGGGFPHPAAAAAGGNFSVAAAAAAAAAAAANQCRNLMAHPAPLAPGAASAYSSAPGEAPPSAAAAAAAAAAAAAAAAAASSSGGPGPAGPAGAEAAKQCSPCSAAAQSSSGPAALPYGYFGSGYYPCARMGPHPNAIKSCAQPASAAAAAAFADKYMDTAGPAAEEFSSRAKEFAFYHQGYAAGPYHHHQPMPGYLDMPVVPGLGGPGESRHEPLGLPMESYQPWALPNGWNGQMYCPKEQAQPPH.... (5) The miRNA is hsa-miR-5000-3p with sequence UCAGGACACUUCUGAACUUGGA. The protein sequence of the target gene is MAVARHGCPPWGSILGLLVLALAAAAAWDVSFLRCSLGSFCECDFWPDLPGLECDLARHLAGQHLAKALVVKSLKAFVQDPAPSKPLVLSLHGWTGTGKSYVSSLLAQYLFRGGLRSPHVHHFSPIIHFPHPSHTEQYKNELKSWVQGNLTACGRSLFLFDEMDKLPPGLMEVLKPFLGPSWVVYGTNYRKAIFIFISNTGGEQINQVALEAWRSRRDREEISLQEVEPAVSQAVLDNPHHGFWRSGIMEEQLLDAVVPFLPLQRHHVRHCVLNELAQLGLEPREEVVQAVLDSTTYFPE.... Result: 0 (no interaction). (6) The miRNA is hsa-miR-6807-5p with sequence GUGAGCCAGUGGAAUGGAGAGG. The protein sequence of the target gene is MCRAISLRRLLLLLLQLSQLLAVTQGKTLVLGKEGESAELPCESSQKKITVFTWKFSDQRKILGQHGKGVLIRGGSPSQFDRFDSKKGAWEKGSFPLIINKLKMEDSQTYICELENRKEEVELWVFKVTFSPGTSLLQGQSLTLTLDSNSKVSNPLTECKHKKGKVVSGSKVLSMSNLRVQDSDFWNCTVTLDQKKNWFGMTLSVLGFQSTAITAYKSEGESAEFSFPLNFAEENGWGELMWKAEKDSFFQPWISFSIKNKEVSVQKSTKDLKLQLKETLPLTLKIPQVSLQFAGSGNLT.... Result: 0 (no interaction). (7) The protein sequence of the target gene is MEMGRRIHLELRNRTPSDVKELVLDNSRSNEGKLEGLTDEFEELEFLSTINVGLTSIANLPKLNKLKKLELSDNRVSGGLEVLAEKCPNLTHLNLSGNKIKDLSTIEPLKKLENLKSLDLFNCEVTNLNDYRENVFKLLPQLTYLDGYDRDDKEAPDSDAEGYVEGLDDEEEDEDEEEYDEDAQVVEDEEDEDEEEEGEEEDVSGEEEEDEEGYNDGEVDDEEDEEELGEEERGQKRKREPEDEGEDDD. The miRNA is hsa-miR-548aq-3p with sequence CAAAAACUGCAAUUACUUUUGC. Result: 0 (no interaction). (8) The miRNA is hsa-miR-185-5p with sequence UGGAGAGAAAGGCAGUUCCUGA. The protein sequence of the target gene is MTAAENVCYTLINVPMDSEPPSEISLKNDLEKGDVKSKTEALKKVIIMILNGEKLPGLLMTIIRFVLPLQDHTIKKLLLVFWEIVPKTTPDGRLLHEMILVCDAYRKDLQHPNEFIRGSTLRFLCKLKEAELLEPLMPAIRACLEHRHSYVRRNAVLAIYTIYRNFEHLIPDAPELIHDFLVNEKDASCKRNAFMMLIHADQDRALDYLSTCIDQVQTFGDILQLVIVELIYKVCHANPSERARFIRCIYNLLQSSSPAVKYEAAGTLVTLSSAPTAIKAAAQCYIDLIIKESDNNVKLI.... Result: 1 (interaction). (9) The miRNA is dre-miR-218a with sequence UUGUGCUUGAUCUAACCAUGUG. The protein sequence of the target gene is MVTPCPTSPSSPAARAGRRDNDQNLRAPVKKSRRPRLRRKQPLHPLNPCPLPGDSGICDLFESPSSGSDGAESPSAARGGSPLPGPAQPVAQLDLQTFRDYGQSCYAFRKAQESHFHPREALARQPQVTAESRCKLLSWLIPVHRQFGLSFESLCLTVNTLDRFLTTTPVAADCFQLLGVTSLLIACKQVEVHPPRVKQLLALCCGAFSRQQLCNLECIVLHKLHFTLGAPTISFFLEHFTHARVEAGQAEASEALEAQALARGVAELSLADYAFTSYSPSLLAICCLALADRMLRVSRP.... Result: 0 (no interaction). (10) The miRNA is hsa-miR-6880-3p with sequence CCGCCUUCUCUCCUCCCCCAG. The protein sequence of the target gene is MARSLTWGCCPWCLTEEEKTAARIDQEINRILLEQKKQEREELKLLLLGPGESGKSTFIKQMRIIHGVGYSEEDRRAFRLLIYQNIFVSMQAMIDAMDRLQIPFSRPDSKQHASLVMTQDPYKVSTFEKPYAVAMQYLWRDAGIRACYERRREFHLLDSAVYYLSHLERISEDSYIPTAQDVLRSRMPTTGINEYCFSVKKTKLRIVDVGGQRSERRKWIHCFENVIALIYLASLSEYDQCLEENDQENRMEESLALFSTILELPWFKSTSVILFLNKTDILEDKIHTSHLATYFPSFQG.... Result: 0 (no interaction).